From a dataset of Catalyst prediction with 721,799 reactions and 888 catalyst types from USPTO. Predict which catalyst facilitates the given reaction. (1) Reactant: [CH3:1][N:2]1[CH2:19][CH2:18][C:5]2[N:6]([CH2:14][C:15](O)=[O:16])[C:7]3[CH:8]=[CH:9][C:10]([CH3:13])=[CH:11][C:12]=3[C:4]=2[CH2:3]1.C(Cl)(=O)C(Cl)=O.CN(C)C=O.[NH:31]1[CH2:36][CH2:35][CH2:34][CH2:33][CH2:32]1. Product: [CH3:1][N:2]1[CH2:19][CH2:18][C:5]2[N:6]([CH2:14][C:15]([N:31]3[CH2:36][CH2:35][CH2:34][CH2:33][CH2:32]3)=[O:16])[C:7]3[CH:8]=[CH:9][C:10]([CH3:13])=[CH:11][C:12]=3[C:4]=2[CH2:3]1. The catalyst class is: 154. (2) Reactant: ClC(Cl)(Cl)C(Cl)(Cl)Cl.[F:9][C:10]1[CH:11]=[CH:12][C:13]([NH:16][NH:17][C:18](=O)[CH2:19][N:20]2[CH2:25][CH2:24][N:23]([CH3:26])[CH:22]([CH2:27][O:28][Si:29]([CH:36]([CH3:38])[CH3:37])([CH:33]([CH3:35])[CH3:34])[CH:30]([CH3:32])[CH3:31])[CH2:21]2)=[N:14][CH:15]=1.C1C=CC(P(C2C=CC=CC=2)C2C=CC=CC=2)=CC=1.CCN(CC)CC. Product: [F:9][C:10]1[CH:11]=[CH:12][C:13]2[N:14]([C:18]([CH2:19][N:20]3[CH2:25][CH2:24][N:23]([CH3:26])[CH:22]([CH2:27][O:28][Si:29]([CH:36]([CH3:38])[CH3:37])([CH:33]([CH3:35])[CH3:34])[CH:30]([CH3:32])[CH3:31])[CH2:21]3)=[N:17][N:16]=2)[CH:15]=1. The catalyst class is: 1.